From a dataset of Experimentally validated miRNA-target interactions with 360,000+ pairs, plus equal number of negative samples. Binary Classification. Given a miRNA mature sequence and a target amino acid sequence, predict their likelihood of interaction. (1) The miRNA is rno-miR-133a-3p with sequence UUUGGUCCCCUUCAACCAGCUG. The protein sequence of the target gene is MEEASLCLGVSSTAPEAEPHLSGPVLNGQYAMSQKLHQITSQLSHAFPELHPRPNPEEKTPAALEEKAHVPMSGQSMGSQMALLANQLGRDVDNSLNGRVDLQQFLNGQNLGIMSQMSDIEDDARKNRKYPCPLCGKRFRFNSILSLHMRTHTGEKPFKCPYCDHRAAQKGNLKIHLRTHKLGNLGKGRGRVREENRLLHELEERAILRDKQMKGSLLQPRSDLKPLAHAQQAPLATCNLALPPNHSVPDVAHPAPSPKPANLQEDSVTPAAGFRCTFCKGKFKKREELDRHIRILHKPY.... Result: 0 (no interaction). (2) The miRNA is hsa-miR-6726-5p with sequence CGGGAGCUGGGGUCUGCAGGU. The protein sequence of the target gene is MGEHNLLNPGFVGPLVNIHTGDTFYFPNFRASGAQLPGLPSLSYPRRDNVCSLSWPSAEPCNGYPQPYLGSPVSLNPPFGRTCELARVEDGKGYYREPCAEGGGGGLKREERGRDPGAGPGAALLPLEPSGPPALGFKYDYAAGGGGGDGGGGAGPPHDPPSCQSLESDSSSSLLNEGNKGAGAGDPGSLVSPLNPGGGLSASGAPWYPINSRSRKKRKPYSKLQLAELEGEFLVNEFITRQRRRELSDRLNLSDQQVKIWFQNRRMKKKRLLLREQALSFF. Result: 0 (no interaction). (3) The miRNA is hsa-miR-6752-3p with sequence UCCCUGCCCCCAUACUCCCAG. The protein sequence of the target gene is MSELKDCPLQFHDFKSVDHLKVCPRYTAVLARSEDDGIGIEELDTLQLELETLLSSASRRLRVLEAETQILTDWQDKKGDRRFLKLGRDHELGAPPKHGKPKKQKLEGKAGHGPGPGPGRPKSKNLQPKIQEYEFTDDPIDVPRIPKNDAPNRFWASVEPYCADITSEEVRTLEELLKPPEDEAEHYKIPPLGKHYSQRWAQEDLLEEQKDGARAAAVADKKKGLMGPLTELDTKDVDALLKKSEAQHEQPEDGCPFGALTQRLLQALVEENIISPMEDSPIPDMSGKESGADGASTSPR.... Result: 0 (no interaction). (4) The miRNA is mmu-miR-686 with sequence AUUGCUUCCCAGACGGUGAAGA. The protein sequence of the target gene is MSHGHSHGGGGCRCAAEREEPPEQRGLAYGLYLRIDLERLQCLNESREGSGRGVFKPWEERTDRSKFVESDADEELLFNIPFTGNVKLKGIIIMGEDDDSHPSEMRLYKNIPQMSFDDTEREPDQTFSLNRDLTGELEYATKISRFSNVYHLSIHISKNFGADTTKVFYIGLRGEWTELRRHEVTICNYEASANPADHRVHQVTPQTHFIS. Result: 0 (no interaction).